From a dataset of Catalyst prediction with 721,799 reactions and 888 catalyst types from USPTO. Predict which catalyst facilitates the given reaction. (1) Reactant: [OH-].[Na+].[CH3:3][O:4][C:5]1[C:10]([C:11](=[O:13])[CH3:12])=[C:9]([O:14][CH2:15][O:16][CH3:17])[C:8]([CH2:18][CH:19]=[C:20]([CH3:22])[CH3:21])=[C:7]([O:23][CH2:24][O:25][CH3:26])[CH:6]=1.[Cl:27][C:28]1[CH:29]=[C:30]([CH:33]=[CH:34][C:35]=1[Cl:36])[CH:31]=O. Product: [Cl:27][C:28]1[CH:29]=[C:30](/[CH:31]=[CH:12]/[C:11]([C:10]2[C:5]([O:4][CH3:3])=[CH:6][C:7]([O:23][CH2:24][O:25][CH3:26])=[C:8]([CH2:18][CH:19]=[C:20]([CH3:21])[CH3:22])[C:9]=2[O:14][CH2:15][O:16][CH3:17])=[O:13])[CH:33]=[CH:34][C:35]=1[Cl:36]. The catalyst class is: 5. (2) Product: [NH2:1][C:4]1[CH:5]=[CH:6][C:7]([C:10]([C:14]2[CH:15]=[CH:16][CH:17]=[CH:18][CH:19]=2)([CH3:13])[C:11]#[N:12])=[CH:8][CH:9]=1. Reactant: [N+:1]([C:4]1[CH:9]=[CH:8][C:7]([C:10]([C:14]2[CH:19]=[CH:18][CH:17]=[CH:16][CH:15]=2)([CH3:13])[C:11]#[N:12])=[CH:6][CH:5]=1)([O-])=O. The catalyst class is: 19. (3) Reactant: [C:1]1([C:7]2[N:12]=[N:11][C:10]([N:13]3[CH2:19][CH:18]4[NH:20][CH:15]([CH2:16][CH2:17]4)[CH2:14]3)=[CH:9][CH:8]=2)[CH:6]=[CH:5][CH:4]=[CH:3][CH:2]=1.[C:21]1([CH3:31])[CH:26]=[CH:25][C:24]([S:27]([OH:30])(=[O:29])=[O:28])=[CH:23][CH:22]=1. Product: [C:21]1([CH3:31])[CH:22]=[CH:23][C:24]([S:27]([OH:30])(=[O:28])=[O:29])=[CH:25][CH:26]=1.[C:21]1([CH3:31])[CH:22]=[CH:23][C:24]([S:27]([OH:30])(=[O:28])=[O:29])=[CH:25][CH:26]=1.[C:1]1([C:7]2[N:12]=[N:11][C:10]([N:13]3[CH2:14][CH:15]4[NH:20][CH:18]([CH2:17][CH2:16]4)[CH2:19]3)=[CH:9][CH:8]=2)[CH:2]=[CH:3][CH:4]=[CH:5][CH:6]=1. The catalyst class is: 191. (4) Reactant: [CH2:1]([O:3][C:4]1[C:9]2[CH:10]=[CH:11][O:12][C:8]=2[CH:7]=[CH:6][N:5]=1)[CH3:2].C([Li])CCC.[CH2:18]([Sn:22](Cl)([CH2:27][CH2:28][CH2:29][CH3:30])[CH2:23][CH2:24][CH2:25][CH3:26])[CH2:19][CH2:20][CH3:21]. Product: [CH2:1]([O:3][C:4]1[C:9]2[CH:10]=[C:11]([Sn:22]([CH2:23][CH2:24][CH2:25][CH3:26])([CH2:27][CH2:28][CH2:29][CH3:30])[CH2:18][CH2:19][CH2:20][CH3:21])[O:12][C:8]=2[CH:7]=[CH:6][N:5]=1)[CH3:2]. The catalyst class is: 134. (5) Reactant: [Cl:1][C:2]1[CH:18]=[CH:17][C:5]([O:6][C:7]2[CH:12]=[CH:11][C:10]([CH2:13][CH2:14][C:15]#[N:16])=[CH:9][CH:8]=2)=[CH:4][C:3]=1[C:19]([F:22])([F:21])[F:20].C(Cl)(C)=O.[NH3:27]. Product: [Cl:1][C:2]1[CH:18]=[CH:17][C:5]([O:6][C:7]2[CH:12]=[CH:11][C:10]([CH2:13][CH2:14][C:15](=[NH:27])[NH2:16])=[CH:9][CH:8]=2)=[CH:4][C:3]=1[C:19]([F:20])([F:21])[F:22]. The catalyst class is: 224.